The task is: Predict the product of the given reaction.. This data is from Forward reaction prediction with 1.9M reactions from USPTO patents (1976-2016). (1) Given the reactants C(OC([N:6]1[CH2:11][CH2:10][CH:9]([NH:12][C:13]2[C:14]3[N:15]([C:23](=[O:26])[NH:24][N:25]=3)[CH:16]=[C:17]([C:19]([CH3:22])([CH3:21])[CH3:20])[N:18]=2)[CH2:8][CH2:7]1)=O)C.[OH-].[K+], predict the reaction product. The product is: [C:19]([C:17]1[N:18]=[C:13]([NH:12][CH:9]2[CH2:8][CH2:7][NH:6][CH2:11][CH2:10]2)[C:14]2[N:15]([C:23](=[O:26])[NH:24][N:25]=2)[CH:16]=1)([CH3:22])([CH3:20])[CH3:21]. (2) Given the reactants [CH2:1]([C:10]1[CH:11]=[C:12]([CH3:17])[C:13]([OH:16])=[CH:14][CH:15]=1)[CH2:2][CH2:3][CH2:4][CH2:5][CH2:6][CH2:7][CH2:8][CH3:9].[CH2:18]=[O:19], predict the reaction product. The product is: [CH3:17][C:12]1[CH:11]=[C:10]([CH2:1][CH2:2][CH2:3][CH2:4][CH2:5][CH2:6][CH2:7][CH2:8][CH3:9])[CH:15]=[C:14]([CH:18]=[O:19])[C:13]=1[OH:16]. (3) The product is: [C:1]([C:5]1[CH:6]=[N:7][N:8]([C:10]2[N:15]=[CH:14][C:13]([NH:16][CH:17]([C:21]3[CH:22]=[CH:23][C:24]([C:25]([NH:27][CH2:28][CH2:29][C:30]([OH:32])=[O:31])=[O:26])=[CH:34][CH:35]=3)[CH2:18][CH2:19][CH3:20])=[CH:12][CH:11]=2)[CH:9]=1)([CH3:2])([CH3:3])[CH3:4].[CH3:36][C:37]1([CH3:72])[CH2:40][CH:39]([CH:41]([NH:56][C:57]2[CH:58]=[N:59][C:60]([N:63]3[CH:67]=[C:66]([C:68]([F:71])([F:69])[F:70])[N:65]=[CH:64]3)=[CH:61][CH:62]=2)[C:42]2[CH:43]=[CH:44][C:45]([C:46]([NH:48][CH2:49][CH2:50][C:51]([OH:53])=[O:52])=[O:47])=[CH:54][CH:55]=2)[CH2:38]1. Given the reactants [C:1]([C:5]1[CH:6]=[N:7][N:8]([C:10]2[N:15]=[CH:14][C:13]([NH:16][CH:17]([C:21]3[CH:35]=[CH:34][C:24]([C:25]([NH:27][CH2:28][CH2:29][C:30]([O:32]C)=[O:31])=[O:26])=[CH:23][CH:22]=3)[CH2:18][CH2:19][CH3:20])=[CH:12][CH:11]=2)[CH:9]=1)([CH3:4])([CH3:3])[CH3:2].[CH3:36][C:37]1([CH3:72])[CH2:40][CH:39]([CH:41]([NH:56][C:57]2[CH:58]=[N:59][C:60]([N:63]3[CH:67]=[C:66]([C:68]([F:71])([F:70])[F:69])[N:65]=[CH:64]3)=[CH:61][CH:62]=2)[C:42]2[CH:55]=[CH:54][C:45]([C:46]([NH:48][CH2:49][CH2:50][C:51]([OH:53])=[O:52])=[O:47])=[CH:44][CH:43]=2)[CH2:38]1.[Li].Cl, predict the reaction product. (4) Given the reactants [C:1]([C:5]1[CH:6]=[CH:7][C:8]([CH3:17])=[C:9]([C:11]#[C:12][Si](C)(C)C)[CH:10]=1)([CH3:4])([CH3:3])[CH3:2].C(=O)([O-])[O-].[K+].[K+], predict the reaction product. The product is: [C:1]([C:5]1[CH:6]=[CH:7][C:8]([CH3:17])=[C:9]([C:11]#[CH:12])[CH:10]=1)([CH3:4])([CH3:3])[CH3:2]. (5) Given the reactants [Cl:1][C:2]1[CH:7]=[C:6](I)[C:5]([C:9]([F:12])([F:11])[F:10])=[CH:4][N:3]=1.[NH2:13][C:14]1[CH:19]=[CH:18][CH:17]=[CH:16][C:15]=1[S:20]([NH:23][CH3:24])(=[O:22])=[O:21].CC1(C)C2C(=C(P(C3C=CC=CC=3)C3C=CC=CC=3)C=CC=2)OC2C(P(C3C=CC=CC=3)C3C=CC=CC=3)=CC=CC1=2.C(=O)([O-])[O-].[Cs+].[Cs+], predict the reaction product. The product is: [Cl:1][C:2]1[CH:7]=[C:6]([NH:13][C:14]2[CH:19]=[CH:18][CH:17]=[CH:16][C:15]=2[S:20]([NH:23][CH3:24])(=[O:22])=[O:21])[C:5]([C:9]([F:12])([F:11])[F:10])=[CH:4][N:3]=1. (6) The product is: [F:35][C:2]([F:1])([F:34])[C:3]1[CH:4]=[C:5]([CH:27]=[C:28]([C:30]([F:33])([F:32])[F:31])[CH:29]=1)[C:6]([N:8]1[CH2:26][CH2:25][C:11]2([N:15]([C:16]3[CH:21]=[CH:20][CH:19]=[CH:18][C:17]=3[CH3:22])[C:14](=[O:23])[N:13]([CH2:37][CH2:38][N:39]3[CH2:43][CH2:42][CH2:41][CH2:40]3)[C:12]2=[O:24])[CH2:10][CH2:9]1)=[O:7]. Given the reactants [F:1][C:2]([F:35])([F:34])[C:3]1[CH:4]=[C:5]([CH:27]=[C:28]([C:30]([F:33])([F:32])[F:31])[CH:29]=1)[C:6]([N:8]1[CH2:26][CH2:25][C:11]2([N:15]([C:16]3[CH:21]=[CH:20][CH:19]=[CH:18][C:17]=3[CH3:22])[C:14](=[O:23])[NH:13][C:12]2=[O:24])[CH2:10][CH2:9]1)=[O:7].Cl[CH2:37][CH2:38][N:39]1[CH2:43][CH2:42][CH2:41][CH2:40]1, predict the reaction product.